This data is from Acute oral toxicity (LD50) regression data from Zhu et al.. The task is: Regression/Classification. Given a drug SMILES string, predict its toxicity properties. Task type varies by dataset: regression for continuous values (e.g., LD50, hERG inhibition percentage) or binary classification for toxic/non-toxic outcomes (e.g., AMES mutagenicity, cardiotoxicity, hepatotoxicity). Dataset: ld50_zhu. (1) The compound is O=C(O)Cc1ccc(OCc2ccccc2)c(Cl)c1. The rat oral LD50 is 1.99, given as -log10 of the dose in mol/kg body weight (higher means more acutely toxic). (2) The molecule is O=[N+]([O-])c1ccc2ccccc2c1. The rat oral LD50 is 1.59, given as -log10 of the dose in mol/kg body weight (higher means more acutely toxic). (3) The drug is COc1ccc(C=CC(=O)OCCC(C)C)cc1. The rat oral LD50 is 1.41, given as -log10 of the dose in mol/kg body weight (higher means more acutely toxic). (4) The drug is CC12CCC3c4ccc(O)cc4CCC3C1CCC2OC(=O)COC(=O)CCCc1ccc(N(CCCl)CCCl)cc1. The rat oral LD50 is 2.96, given as -log10 of the dose in mol/kg body weight (higher means more acutely toxic). (5) The molecule is O=[N+]([O-])c1ccccc1O. The rat oral LD50 is 2.62, given as -log10 of the dose in mol/kg body weight (higher means more acutely toxic).